From a dataset of Catalyst prediction with 721,799 reactions and 888 catalyst types from USPTO. Predict which catalyst facilitates the given reaction. (1) Reactant: [CH3:1][O:2][C:3]([C:5]1[O:6][C:7]([CH3:12])=[C:8]([CH2:10][OH:11])[CH:9]=1)=[O:4].[CH3:13][C:14]1([CH3:28])[C:18]([CH3:20])([CH3:19])[O:17][B:16]([C:21]2[CH:26]=[CH:25][C:24](O)=[CH:23][CH:22]=2)[O:15]1.C1(P(C2C=CC=CC=2)C2C=CC=CC=2)C=CC=CC=1. Product: [CH3:1][O:2][C:3]([C:5]1[O:6][C:7]([CH3:12])=[C:8]([CH2:10][O:11][C:24]2[CH:25]=[CH:26][C:21]([B:16]3[O:17][C:18]([CH3:20])([CH3:19])[C:14]([CH3:28])([CH3:13])[O:15]3)=[CH:22][CH:23]=2)[CH:9]=1)=[O:4]. The catalyst class is: 7. (2) Reactant: [CH2:1]([C:3]([C:21]1[CH:26]=[CH:25][C:24]([OH:27])=[C:23]([CH3:28])[CH:22]=1)([C:6]1[CH:11]=[CH:10][C:9]([C:12]#[C:13][CH:14]([OH:19])[C:15]2([CH3:18])[CH2:17][CH2:16]2)=[C:8]([CH3:20])[CH:7]=1)[CH2:4][CH3:5])[CH3:2]. Product: [CH2:1]([C:3]([C:21]1[CH:26]=[CH:25][C:24]([OH:27])=[C:23]([CH3:28])[CH:22]=1)([C:6]1[CH:11]=[CH:10][C:9]([CH2:12][CH2:13][CH:14]([OH:19])[C:15]2([CH3:18])[CH2:17][CH2:16]2)=[C:8]([CH3:20])[CH:7]=1)[CH2:4][CH3:5])[CH3:2]. The catalyst class is: 586. (3) Reactant: C1C=CC(P(C2C=CC=CC=2)C2C=CC=CC=2)=CC=1.N1C=CN=C1.[I:25]I.[Br:27][C:28]1[CH:33]=[C:32]([F:34])[CH:31]=[CH:30][C:29]=1[CH2:35][CH2:36]O. Product: [Br:27][C:28]1[CH:33]=[C:32]([F:34])[CH:31]=[CH:30][C:29]=1[CH2:35][CH2:36][I:25]. The catalyst class is: 2. (4) Reactant: [BH4-].[Na+].[F:3][C:4]1[C:15]([F:16])=[C:14]([F:17])[CH:13]=[CH:12][C:5]=1[NH:6][C@@H:7]([CH3:11])[C:8]([O-])=[O:9].CO.O. Product: [F:3][C:4]1[C:15]([F:16])=[C:14]([F:17])[CH:13]=[CH:12][C:5]=1[NH:6][C@@H:7]([CH3:11])[CH2:8][OH:9]. The catalyst class is: 2. (5) Reactant: [H-].[Na+].[Cl:3][C:4]1[C:12]2[N:11]([CH2:13][C:14]([O:16]CC)=O)[C:10]3[CH2:19][CH2:20][N:21]([C:24]([O:26][C:27]([CH3:30])([CH3:29])[CH3:28])=[O:25])[CH2:22][CH2:23][C:9]=3[C:8]=2[CH:7]=[C:6](Cl)[CH:5]=1.[Cl:32]C1C2NC3CCN(C(OC(C)(C)C)=O)CCC=3C=2C=C(Cl)C=1.BrCC(OCC)=O. Product: [Cl:3][C:4]1[C:12]2[N:11]([CH2:13][CH2:14][OH:16])[C:10]3[CH2:19][CH2:20][N:21]([C:24]([O:26][C:27]([CH3:29])([CH3:28])[CH3:30])=[O:25])[CH2:22][CH2:23][C:9]=3[C:8]=2[CH:7]=[CH:6][C:5]=1[Cl:32]. The catalyst class is: 3. (6) Reactant: [NH2:1][C:2]1[C:3]([C:8]([O:10]C)=O)=[N:4][CH:5]=[CH:6][N:7]=1.[NH3:12]. Product: [NH2:1][C:2]1[C:3]([C:8]([NH2:12])=[O:10])=[N:4][CH:5]=[CH:6][N:7]=1. The catalyst class is: 5. (7) Reactant: [I:1][C:2]1[CH:3]=[C:4]2[C:8](=[CH:9][CH:10]=1)[NH:7][C:6](=[O:11])[C:5]2=O.[C:13]([C:17]1[CH:26]=[CH:25][C:20]([C:21]([NH:23][NH2:24])=[O:22])=[CH:19][CH:18]=1)([CH3:16])([CH3:15])[CH3:14]. Product: [C:13]([C:17]1[CH:26]=[CH:25][C:20]([C:21]([NH:23][N:24]=[C:5]2[C:4]3[C:8](=[CH:9][CH:10]=[C:2]([I:1])[CH:3]=3)[NH:7][C:6]2=[O:11])=[O:22])=[CH:19][CH:18]=1)([CH3:16])([CH3:14])[CH3:15]. The catalyst class is: 15. (8) Reactant: [Cl:1][C:2]1[S:6][C:5]([C:7]2[N:12]=[C:11]([NH:13][C:14]3[CH:19]=[CH:18][C:17]([CH2:20][C:21]4[NH:22][CH:23]=[C:24]([C:26]([O:28]C)=[O:27])[N:25]=4)=[CH:16][CH:15]=3)[C:10]([CH2:30][CH3:31])=[C:9]([CH3:32])[N:8]=2)=[CH:4][CH:3]=1.[Li+].[OH-].O.C1COCC1.Cl. Product: [Cl:1][C:2]1[S:6][C:5]([C:7]2[N:12]=[C:11]([NH:13][C:14]3[CH:15]=[CH:16][C:17]([CH2:20][C:21]4[NH:22][CH:23]=[C:24]([C:26]([OH:28])=[O:27])[N:25]=4)=[CH:18][CH:19]=3)[C:10]([CH2:30][CH3:31])=[C:9]([CH3:32])[N:8]=2)=[CH:4][CH:3]=1. The catalyst class is: 72. (9) Reactant: [Si]([O:8][CH2:9][CH2:10][N:11]([C:22]1[CH:27]=[C:26]([CH3:28])[C:25]([N:29]2[C:33]3[CH:34]=[CH:35][CH:36]=[CH:37][C:32]=3[N:31]([CH2:38][C:39]([F:42])([F:41])[F:40])[C:30]2=[O:43])=[C:24]([CH3:44])[CH:23]=1)[C:12]([C:14]1[C:15]([Cl:21])=[N:16][CH:17]=[N:18][C:19]=1[Cl:20])=[O:13])(C(C)(C)C)(C)C.Cl. Product: [Cl:21][C:15]1[C:14]([C:12]([N:11]([C:22]2[CH:27]=[C:26]([CH3:28])[C:25]([N:29]3[C:33]4[CH:34]=[CH:35][CH:36]=[CH:37][C:32]=4[N:31]([CH2:38][C:39]([F:41])([F:42])[F:40])[C:30]3=[O:43])=[C:24]([CH3:44])[CH:23]=2)[CH2:10][CH2:9][OH:8])=[O:13])=[C:19]([Cl:20])[N:18]=[CH:17][N:16]=1. The catalyst class is: 88. (10) Reactant: FC(F)(F)C(O)=O.[CH3:8][S:9]([C:12]1[CH:33]=[CH:32][C:15]([O:16][C:17]2[N:22]=[CH:21][N:20]=[C:19]3[N:23]([CH:26]4[CH2:31][CH2:30][NH:29][CH2:28][CH2:27]4)[N:24]=[CH:25][C:18]=23)=[CH:14][CH:13]=1)(=[O:11])=[O:10].[CH:34](=O)[C:35]1[C:36]([O:41][CH3:42])=[CH:37][CH:38]=[CH:39][CH:40]=1.C(N(CC)CC)C.C(O[BH-](OC(=O)C)OC(=O)C)(=O)C.[Na+]. Product: [CH3:8][S:9]([C:12]1[CH:13]=[CH:14][C:15]([O:16][C:17]2[N:22]=[CH:21][N:20]=[C:19]3[N:23]([CH:26]4[CH2:27][CH2:28][N:29]([CH2:34][C:35]5[CH:40]=[CH:39][CH:38]=[CH:37][C:36]=5[O:41][CH3:42])[CH2:30][CH2:31]4)[N:24]=[CH:25][C:18]=23)=[CH:32][CH:33]=1)(=[O:11])=[O:10]. The catalyst class is: 26.